Dataset: Full USPTO retrosynthesis dataset with 1.9M reactions from patents (1976-2016). Task: Predict the reactants needed to synthesize the given product. (1) Given the product [C:1]([C:3]1[CH:4]=[C:5]([NH:9][CH:14]2[CH2:15][CH2:16][N:11]([CH3:10])[CH2:12][CH2:13]2)[CH:6]=[CH:7][CH:8]=1)#[CH:2], predict the reactants needed to synthesize it. The reactants are: [C:1]([C:3]1[CH:4]=[C:5]([NH2:9])[CH:6]=[CH:7][CH:8]=1)#[CH:2].[CH3:10][N:11]1[CH2:16][CH2:15][C:14](=O)[CH2:13][CH2:12]1.C(O)(C(F)(F)F)=O.C(O[BH-](OC(=O)C)OC(=O)C)(=O)C.[Na+].[NH4+].[OH-]. (2) Given the product [F:8][C:7]1[CH:6]=[CH:5][C:4]([S:9]([NH:23][C:24]2[C:33]([C:34]([O:36][CH3:37])=[O:35])=[C:32]3[C:27]([CH:28]4[CH2:38][CH:29]4[CH2:30][O:31]3)=[CH:26][CH:25]=2)(=[O:10])=[O:11])=[C:3]([CH:13]2[CH2:14][N:15]([C:17](=[O:22])[C:18]([F:20])([F:19])[F:21])[CH2:16]2)[CH:2]=1, predict the reactants needed to synthesize it. The reactants are: C[C:2]1[C:3]([CH:13]2[CH2:16][N:15]([C:17](=[O:22])[C:18]([F:21])([F:20])[F:19])[CH2:14]2)=[C:4]([S:9](Cl)(=[O:11])=[O:10])[CH:5]=[CH:6][C:7]=1[F:8].[NH2:23][C:24]1[C:33]([C:34]([O:36][CH3:37])=[O:35])=[C:32]2[C:27]([CH:28]3[CH2:38][CH:29]3[CH2:30][O:31]2)=[CH:26][CH:25]=1.